From a dataset of In vitro SARS-CoV-2 activity screen of 1,480 approved drugs from Prestwick library. Binary Classification. Given a drug SMILES string, predict its activity (active/inactive) in a high-throughput screening assay against a specified biological target. The drug is COCCCOc1cc(C[C@@H](C[C@H](N)[C@@H](O)C[C@H](C(=O)NCC(C)(C)C(N)=O)C(C)C)C(C)C)ccc1OC.COCCCOc1cc(C[C@@H](C[C@H](N)[C@@H](O)C[C@H](C(=O)NCC(C)(C)C(N)=O)C(C)C)C(C)C)ccc1OC.O=C(O)/C=C/C(=O)O. The result is 0 (inactive).